From a dataset of Forward reaction prediction with 1.9M reactions from USPTO patents (1976-2016). Predict the product of the given reaction. (1) The product is: [NH2:13][C:14]1[CH:22]=[C:21]([CH3:23])[C:20]([Br:24])=[CH:19][C:15]=1[C:16]([NH:9][NH:8][C:6]1[CH:7]=[C:2]([Cl:1])[CH:3]=[CH:4][C:5]=1[S:10][CH2:11][CH3:12])=[O:17]. Given the reactants [Cl:1][C:2]1[CH:3]=[CH:4][C:5]([S:10][CH2:11][CH3:12])=[C:6]([NH:8][NH2:9])[CH:7]=1.[NH2:13][C:14]1[CH:22]=[C:21]([CH3:23])[C:20]([Br:24])=[CH:19][C:15]=1[C:16](O)=[O:17].BrC1C(C)=CC(C(NNC2C=C(Cl)C=CC=2SCC)=O)=C([N+]([O-])=O)C=1, predict the reaction product. (2) The product is: [CH3:10][N:11]1[CH:15]=[C:14]([C:2]2[N:7]=[CH:6][C:5]([CH2:8][OH:9])=[CH:4][CH:3]=2)[CH:13]=[N:12]1. Given the reactants Cl[C:2]1[N:7]=[CH:6][C:5]([CH2:8][OH:9])=[CH:4][CH:3]=1.[CH3:10][N:11]1[CH:15]=[C:14](B2OC(C)(C)C(C)(C)O2)[CH:13]=[N:12]1.C1(P(C2CCCCC2)C2CCCCC2)CCCCC1.P([O-])([O-])([O-])=O.[K+].[K+].[K+], predict the reaction product. (3) Given the reactants [CH3:1][C:2]1[N:3]=[C:4]([NH:7][C:8]2[CH:18]=[C:17]([O:19][C:20]3[C:29]4[C:24](=[CH:25][CH:26]=[CH:27][CH:28]=4)[CH:23]=[CH:22][CH:21]=3)[C:11]([C:12]([O:14]CC)=[O:13])=[CH:10][N:9]=2)[S:5][CH:6]=1.O.[OH-].[Li+], predict the reaction product. The product is: [CH3:1][C:2]1[N:3]=[C:4]([NH:7][C:8]2[CH:18]=[C:17]([O:19][C:20]3[C:29]4[C:24](=[CH:25][CH:26]=[CH:27][CH:28]=4)[CH:23]=[CH:22][CH:21]=3)[C:11]([C:12]([OH:14])=[O:13])=[CH:10][N:9]=2)[S:5][CH:6]=1. (4) Given the reactants Cl[C:2]1[CH:11]=[CH:10][C:9]2[C:4](=[CH:5][CH:6]=[C:7](Cl)[CH:8]=2)[N:3]=1.[CH3:13][O:14][C:15]1[CH:22]=[CH:21][CH:20]=[CH:19][C:16]=1[CH2:17][NH2:18].[CH3:23][O:24][C:25]1[CH:26]=[C:27]([CH:30]=[CH:31][CH:32]=1)[CH2:28][NH2:29], predict the reaction product. The product is: [CH3:23][O:24][C:25]1[CH:26]=[C:27]([CH:30]=[CH:31][CH:32]=1)[CH2:28][NH:29][C:7]1[CH:8]=[C:9]2[C:4](=[CH:5][CH:6]=1)[N:3]=[C:2]([NH:18][CH2:17][C:16]1[CH:19]=[CH:20][CH:21]=[CH:22][C:15]=1[O:14][CH3:13])[CH:11]=[CH:10]2. (5) Given the reactants Cl[CH2:2][C:3]1[CH:12]=[CH:11][C:10]2[C:5](=[CH:6][CH:7]=[CH:8][CH:9]=2)[N:4]=1.[CH3:13][O:14][C:15](=[O:23])[C:16]1[CH:21]=[CH:20][C:19]([OH:22])=[CH:18][CH:17]=1.C(=O)([O-])[O-].[K+].[K+].[OH-].[Na+], predict the reaction product. The product is: [CH3:13][O:14][C:15](=[O:23])[C:16]1[CH:21]=[CH:20][C:19]([O:22][CH2:2][C:3]2[CH:12]=[CH:11][C:10]3[C:5](=[CH:6][CH:7]=[CH:8][CH:9]=3)[N:4]=2)=[CH:18][CH:17]=1. (6) Given the reactants [Cl:1][C:2]1[C:3]2[C:10]([I:11])=[CH:9][NH:8][C:4]=2[N:5]=[CH:6][N:7]=1.[C:12](=O)([O-])[O-].[Cs+].[Cs+].[CH3:18][C:19]1([CH3:22])O[O:20]1, predict the reaction product. The product is: [Cl:1][C:2]1[C:3]2[C:10]([I:11])=[CH:9][N:8]([CH2:12][C:19]([CH3:22])([OH:20])[CH3:18])[C:4]=2[N:5]=[CH:6][N:7]=1.